From a dataset of Reaction yield outcomes from USPTO patents with 853,638 reactions. Predict the reaction yield, written as a fraction of the theoretical maximum amount of product (1.0 means a 100% yield; for example, 0.34 means a 34% yield). (1) The reactants are [F:1][C:2]1[CH:7]=[C:6]([S:8]([CH3:11])(=[O:10])=[O:9])[CH:5]=[CH:4][C:3]=1[S:12][C:13]([CH3:18])([CH3:17])[C:14]([OH:16])=O.C(Cl)(=O)C(Cl)=O.[CH3:25][O:26][CH2:27][C:28]([C:31]1[CH:35]=[C:34]([NH2:36])[O:33][N:32]=1)([CH3:30])[CH3:29].C(N(CC)C(C)C)(C)C. The catalyst is CN(C=O)C.C(Cl)Cl.C1(C)C=CC=CC=1.C(OCC)(=O)C. The product is [F:1][C:2]1[CH:7]=[C:6]([S:8]([CH3:11])(=[O:9])=[O:10])[CH:5]=[CH:4][C:3]=1[S:12][C:13]([CH3:18])([CH3:17])[C:14]([NH:36][C:34]1[O:33][N:32]=[C:31]([C:28]([CH3:30])([CH3:29])[CH2:27][O:26][CH3:25])[CH:35]=1)=[O:16]. The yield is 0.430. (2) The reactants are Cl[C:2]1[C:11]2[C:6](=[CH:7][C:8]([O:17][CH3:18])=[C:9]([O:12][CH2:13][CH2:14][O:15][CH3:16])[CH:10]=2)[N:5]=[C:4]([C:19]2[CH:24]=[CH:23][CH:22]=[C:21]([N+:25]([O-:27])=[O:26])[CH:20]=2)[N:3]=1.[NH2:28][C:29]1[CH:30]=[C:31]2[C:35](=[CH:36][CH:37]=1)[N:34]([C:38]([O-:40])=[O:39])[N:33]=[CH:32]2. The catalyst is C(O)(C)C. The product is [CH3:18][O:17][C:8]1[CH:7]=[C:6]2[C:11]([C:2]([NH:28][C:29]3[CH:30]=[C:31]4[C:35](=[CH:36][CH:37]=3)[N:34]([C:38]([O:40][C:11]([CH3:6])([CH3:2])[CH3:10])=[O:39])[N:33]=[CH:32]4)=[N:3][C:4]([C:19]3[CH:24]=[CH:23][CH:22]=[C:21]([N+:25]([O-:27])=[O:26])[CH:20]=3)=[N:5]2)=[CH:10][C:9]=1[O:12][CH2:13][CH2:14][O:15][CH3:16]. The yield is 0.710. (3) The reactants are [O:1]=[S:2]1(=[O:19])[CH2:7][CH2:6][N:5]([C:8]2[N:13]=[C:12]3[NH:14][CH:15]=[C:16]([C:17]#[N:18])[C:11]3=[CH:10][CH:9]=2)[CH2:4][CH2:3]1.[C:20]([C:24]1[CH:25]=[C:26]2[C:31](=[C:32]([F:34])[CH:33]=1)[C:30](=[O:35])[N:29]([C:36]1[C:44]3[CH2:43][O:42]B(O)[C:40]=3[CH:39]=[CH:38][CH:37]=1)[N:28]=[CH:27]2)([CH3:23])([CH3:22])[CH3:21].N1C=CC=CC=1.[NH4+].[Cl-]. The catalyst is C([O-])(=O)C.[Cu+2].C([O-])(=O)C.ClCCCl. The product is [C:20]([C:24]1[CH:25]=[C:26]2[C:31](=[C:32]([F:34])[CH:33]=1)[C:30](=[O:35])[N:29]([C:36]1[C:44]([CH2:43][OH:42])=[C:40]([N:14]3[C:12]4=[N:13][C:8]([N:5]5[CH2:4][CH2:3][S:2](=[O:1])(=[O:19])[CH2:7][CH2:6]5)=[CH:9][CH:10]=[C:11]4[C:16]([C:17]#[N:18])=[CH:15]3)[CH:39]=[CH:38][CH:37]=1)[N:28]=[CH:27]2)([CH3:23])([CH3:21])[CH3:22]. The yield is 0.0800.